This data is from Full USPTO retrosynthesis dataset with 1.9M reactions from patents (1976-2016). The task is: Predict the reactants needed to synthesize the given product. Given the product [I:3][C:4]1[CH:8]=[CH:7][N:6]([C:10]2[CH:15]=[CH:14][N:13]=[C:12]([N:16]([CH3:18])[CH3:17])[N:11]=2)[N:5]=1, predict the reactants needed to synthesize it. The reactants are: [H-].[Na+].[I:3][C:4]1[CH:8]=[CH:7][NH:6][N:5]=1.Br[C:10]1[CH:15]=[CH:14][N:13]=[C:12]([N:16]([CH3:18])[CH3:17])[N:11]=1.